This data is from Reaction yield outcomes from USPTO patents with 853,638 reactions. The task is: Predict the reaction yield, written as a fraction of the theoretical maximum amount of product (1.0 means a 100% yield; for example, 0.34 means a 34% yield). (1) The reactants are Cl.CN(C)CCCN=C=NCC.[N:13]1([CH2:19][CH2:20][NH2:21])[CH2:18][CH2:17][O:16][CH2:15][CH2:14]1.[NH2:22][C:23]1[C:24]([C:30](O)=[O:31])=[N:25][C:26]([Br:29])=[CH:27][N:28]=1.O.ON1C2C=CC=CC=2N=N1. The catalyst is C(#N)C. The product is [NH2:22][C:23]1[C:24]([C:30]([NH:21][CH2:20][CH2:19][N:13]2[CH2:18][CH2:17][O:16][CH2:15][CH2:14]2)=[O:31])=[N:25][C:26]([Br:29])=[CH:27][N:28]=1. The yield is 0.690. (2) The reactants are Br[C:2]1[CH:3]=[N:4][CH:5]=[C:6]2[C:11]=1[N:10]=[C:9]([C:12]([N:14]1[CH2:17][C:16]([O:19][CH3:20])([CH3:18])[CH2:15]1)=[O:13])[CH:8]=[CH:7]2.[CH3:21][N:22]1[CH:26]=[C:25]([C:27]2[CH:32]=[CH:31][C:30](B3OC(C)(C)C(C)(C)O3)=[CH:29][CH:28]=2)[CH:24]=[N:23]1.C(Cl)Cl.C(=O)([O-])[O-].[Na+].[Na+].O. The catalyst is C1C=CC(P(C2C=CC=CC=2)[C-]2C=CC=C2)=CC=1.C1C=CC(P(C2C=CC=CC=2)[C-]2C=CC=C2)=CC=1.Cl[Pd]Cl.[Fe+2].C(#N)C. The product is [CH3:20][O:19][C:16]1([CH3:18])[CH2:17][N:14]([C:12]([C:9]2[CH:8]=[CH:7][C:6]3[C:11](=[C:2]([C:30]4[CH:29]=[CH:28][C:27]([C:25]5[CH:24]=[N:23][N:22]([CH3:21])[CH:26]=5)=[CH:32][CH:31]=4)[CH:3]=[N:4][CH:5]=3)[N:10]=2)=[O:13])[CH2:15]1. The yield is 0.630. (3) The reactants are [CH3:1][O:2][C:3](=[O:24])[CH:4]([C:9]1[CH:14]=[CH:13][C:12]([N+:15]([O-])=O)=[C:11]([C:18]2[CH2:23][CH2:22][CH2:21][CH2:20][CH:19]=2)[CH:10]=1)[C:5]([O:7][CH3:8])=[O:6].[NH4+].[Cl-].O. The catalyst is C(O)C.[Fe]. The product is [CH3:1][O:2][C:3](=[O:24])[CH:4]([C:9]1[CH:14]=[CH:13][C:12]([NH2:15])=[C:11]([C:18]2[CH2:23][CH2:22][CH2:21][CH2:20][CH:19]=2)[CH:10]=1)[C:5]([O:7][CH3:8])=[O:6]. The yield is 0.710.